This data is from NCI-60 drug combinations with 297,098 pairs across 59 cell lines. The task is: Regression. Given two drug SMILES strings and cell line genomic features, predict the synergy score measuring deviation from expected non-interaction effect. (1) Drug 2: C1=NC2=C(N=C(N=C2N1C3C(C(C(O3)CO)O)O)F)N. Drug 1: C1=NC2=C(N1)C(=S)N=C(N2)N. Synergy scores: CSS=27.4, Synergy_ZIP=3.81, Synergy_Bliss=0.553, Synergy_Loewe=-8.63, Synergy_HSA=0.626. Cell line: UO-31. (2) Drug 1: CC1=C(C=C(C=C1)C(=O)NC2=CC(=CC(=C2)C(F)(F)F)N3C=C(N=C3)C)NC4=NC=CC(=N4)C5=CN=CC=C5. Drug 2: CC1CCC2CC(C(=CC=CC=CC(CC(C(=O)C(C(C(=CC(C(=O)CC(OC(=O)C3CCCCN3C(=O)C(=O)C1(O2)O)C(C)CC4CCC(C(C4)OC)OCCO)C)C)O)OC)C)C)C)OC. Cell line: SF-268. Synergy scores: CSS=4.83, Synergy_ZIP=0.242, Synergy_Bliss=-1.38, Synergy_Loewe=-14.1, Synergy_HSA=-5.84. (3) Drug 1: CCC1=CC2CC(C3=C(CN(C2)C1)C4=CC=CC=C4N3)(C5=C(C=C6C(=C5)C78CCN9C7C(C=CC9)(C(C(C8N6C)(C(=O)OC)O)OC(=O)C)CC)OC)C(=O)OC.C(C(C(=O)O)O)(C(=O)O)O. Drug 2: C1=CC(=CC=C1CCCC(=O)O)N(CCCl)CCCl. Cell line: A549. Synergy scores: CSS=52.5, Synergy_ZIP=-5.64, Synergy_Bliss=-6.39, Synergy_Loewe=-21.4, Synergy_HSA=-3.18. (4) Drug 1: C(CCl)NC(=O)N(CCCl)N=O. Drug 2: B(C(CC(C)C)NC(=O)C(CC1=CC=CC=C1)NC(=O)C2=NC=CN=C2)(O)O. Cell line: UACC-257. Synergy scores: CSS=21.8, Synergy_ZIP=-1.00, Synergy_Bliss=-0.935, Synergy_Loewe=-31.2, Synergy_HSA=-1.39.